From a dataset of Forward reaction prediction with 1.9M reactions from USPTO patents (1976-2016). Predict the product of the given reaction. (1) Given the reactants [C:1]1([NH:7][C:8]2[CH:13]=[CH:12][CH:11]=[CH:10][CH:9]=2)[CH:6]=[CH:5][CH:4]=[CH:3][CH:2]=1.C(N(CC)CC)C.[Cl:21][CH2:22][C:23](Cl)=[O:24], predict the reaction product. The product is: [C:8]1([N:7]2[C:1]3[C:2](=[CH:3][CH:4]=[CH:5][CH:6]=3)[CH2:22][C:23]2=[O:24])[CH:9]=[CH:10][CH:11]=[CH:12][CH:13]=1.[Cl:21][CH2:22][C:23]([N:7]([C:1]1[CH:2]=[CH:3][CH:4]=[CH:5][CH:6]=1)[C:8]1[CH:9]=[CH:10][CH:11]=[CH:12][CH:13]=1)=[O:24]. (2) Given the reactants [NH2:1][C:2]1[N:3]=[C:4]([O:13][CH2:14][CH3:15])[C:5]2[N:11]=[C:10](Cl)[CH:9]=[CH:8][C:6]=2[N:7]=1.[CH:16]1([NH:19][C:20]([C:22]2[S:23][C:24](B3OC(C)(C)C(C)(C)O3)=[CH:25][CH:26]=2)=[O:21])[CH2:18][CH2:17]1.C([O-])([O-])=O.[K+].[K+], predict the reaction product. The product is: [NH2:1][C:2]1[N:3]=[C:4]([O:13][CH2:14][CH3:15])[C:5]2[N:11]=[C:10]([C:24]3[S:23][C:22]([C:20](=[O:21])[NH:19][CH:16]4[CH2:18][CH2:17]4)=[CH:26][CH:25]=3)[CH:9]=[CH:8][C:6]=2[N:7]=1. (3) The product is: [OH:4][CH2:5][CH2:6][C:7]([O:10][C:11](=[O:24])[C:12]([O:14][C:15]([CH3:23])([CH2:17][CH2:18][OH:19])[CH3:16])=[O:13])([CH3:8])[CH3:9]. Given the reactants C([O:4][CH2:5][CH2:6][C:7]([O:10][C:11](=[O:24])[C:12]([O:14][C:15]([CH3:23])([CH2:17][CH2:18][O:19]C(=O)C)[CH3:16])=[O:13])([CH3:9])[CH3:8])(=O)C, predict the reaction product. (4) Given the reactants [CH2:1]([N:3]([CH3:14])[C:4]1[C:12]([CH3:13])=[CH:11][C:7]([C:8]([OH:10])=[O:9])=[CH:6][N:5]=1)[CH3:2].[CH:15](NC)(C)C, predict the reaction product. The product is: [CH:1]([N:3]([CH3:14])[C:4]1[C:12]([CH3:13])=[CH:11][C:7]([C:8]([OH:10])=[O:9])=[CH:6][N:5]=1)([CH3:15])[CH3:2]. (5) Given the reactants Cl.[OH:2][CH:3]([CH2:16][NH:17][CH:18]([CH3:20])[CH3:19])[CH2:4][O:5][C:6]1[CH:11]=[CH:10][C:9]([CH2:12][C:13]([OH:15])=[O:14])=[CH:8][CH:7]=1.C(=O)(O)[O-].[Na+].[C:26](O[C:26]([O:28][C:29]([CH3:32])([CH3:31])[CH3:30])=[O:27])([O:28][C:29]([CH3:32])([CH3:31])[CH3:30])=[O:27].S([O-])(O)(=O)=O.[K+], predict the reaction product. The product is: [C:26]([N:17]([CH:18]([CH3:20])[CH3:19])[CH2:16][CH:3]([OH:2])[CH2:4][O:5][C:6]1[CH:7]=[CH:8][C:9]([CH2:12][C:13]([OH:15])=[O:14])=[CH:10][CH:11]=1)([O:28][C:29]([CH3:32])([CH3:31])[CH3:30])=[O:27]. (6) Given the reactants [CH3:1][O:2][C:3]1[CH:4]=[C:5]2[C:10](=[CH:11][CH:12]=1)[C:9]([OH:13])=[C:8]([C:14]1[CH:19]=[CH:18][CH:17]=[CH:16][CH:15]=1)[C:7]([CH2:20][CH2:21][CH3:22])=[CH:6]2.[H-].[Na+].F[C:26]1[CH:33]=[CH:32][C:29]([CH:30]=[O:31])=[CH:28][CH:27]=1, predict the reaction product. The product is: [CH3:1][O:2][C:3]1[CH:4]=[C:5]2[C:10](=[CH:11][CH:12]=1)[C:9]([O:13][C:26]1[CH:33]=[CH:32][C:29]([CH:30]=[O:31])=[CH:28][CH:27]=1)=[C:8]([C:14]1[CH:15]=[CH:16][CH:17]=[CH:18][CH:19]=1)[C:7]([CH2:20][CH2:21][CH3:22])=[CH:6]2. (7) Given the reactants F[C:2]1[CH:7]=[CH:6][C:5]([N+:8]([O-:10])=[O:9])=[CH:4][CH:3]=1.[CH3:11][NH:12][CH2:13][CH2:14][OH:15], predict the reaction product. The product is: [CH3:11][N:12]([C:2]1[CH:7]=[CH:6][C:5]([N+:8]([O-:10])=[O:9])=[CH:4][CH:3]=1)[CH2:13][CH2:14][OH:15].